From a dataset of Forward reaction prediction with 1.9M reactions from USPTO patents (1976-2016). Predict the product of the given reaction. (1) Given the reactants [F-].[K+].[Br:3][C:4]1[C:11]([OH:12])=[C:10]([O:13][CH3:14])[CH:9]=[CH:8][C:5]=1[CH:6]=[O:7].F[C:16]1[CH:21]=[CH:20][C:19]([N+:22]([O-:24])=[O:23])=[CH:18][CH:17]=1.O, predict the reaction product. The product is: [Br:3][C:4]1[C:11]([O:12][C:16]2[CH:21]=[CH:20][C:19]([N+:22]([O-:24])=[O:23])=[CH:18][CH:17]=2)=[C:10]([O:13][CH3:14])[CH:9]=[CH:8][C:5]=1[CH:6]=[O:7]. (2) Given the reactants [F:1][C:2]([F:13])([CH2:5][CH2:6][C:7]1[CH:12]=[CH:11][CH:10]=[CH:9][CH:8]=1)[CH2:3]O.FC(F)(F)C(O)=O.[NH:21]1[CH2:25][CH2:24][C@@H:23]([S:26][C:27]2[CH:32]=[CH:31][C:30]([OH:33])=[CH:29][CH:28]=2)[CH2:22]1, predict the reaction product. The product is: [F:1][C:2]([F:13])([CH2:5][CH2:6][C:7]1[CH:12]=[CH:11][CH:10]=[CH:9][CH:8]=1)[CH2:3][N:21]1[CH2:25][CH2:24][C@@H:23]([S:26][C:27]2[CH:32]=[CH:31][C:30]([OH:33])=[CH:29][CH:28]=2)[CH2:22]1. (3) Given the reactants [Cl:1][C:2]1[CH:3]=[C:4]([NH:16][C:17]2[N:22]=[CH:21][N:20]=[C:19]3[NH:23][N:24]=[C:25]([O:26][CH2:27][CH2:28]O)[C:18]=23)[CH:5]=[CH:6][C:7]=1[O:8][CH2:9][C:10]1[CH:15]=[CH:14][CH:13]=[CH:12][N:11]=1.[NH:30]1[CH2:36][C:34](=[O:35])[NH:33][C:31]1=[O:32].C1(P(C2C=CC=CC=2)C2C=CC=CC=2)C=CC=CC=1.N(C(OC(C)(C)C)=O)=NC(OC(C)(C)C)=O, predict the reaction product. The product is: [Cl:1][C:2]1[CH:3]=[C:4]([NH:16][C:17]2[N:22]=[CH:21][N:20]=[C:19]3[NH:23][N:24]=[C:25]([O:26][CH2:27][CH2:28][N:33]4[C:34](=[O:35])[CH2:36][NH:30][C:31]4=[O:32])[C:18]=23)[CH:5]=[CH:6][C:7]=1[O:8][CH2:9][C:10]1[CH:15]=[CH:14][CH:13]=[CH:12][N:11]=1. (4) Given the reactants [C:1]([O:5][C:6]([NH:8][C@H:9]1[CH2:14][C@@H:13]([C:15]([F:18])([F:17])[F:16])[CH2:12][N:11]([C:19]2[CH:24]=[CH:23][N:22]=[CH:21][C:20]=2[NH:25][C:26]([C:28]2[C:37]([NH:38]C(=O)OCC3C=CC=CC=3)=[CH:36][C:35]3[C:30](=[CH:31][C:32]([C:49]4[CH2:50][CH2:51][N:52]([CH3:55])[CH2:53][CH:54]=4)=[CH:33][CH:34]=3)[N:29]=2)=[O:27])[CH2:10]1)=[O:7])([CH3:4])([CH3:3])[CH3:2].[H][H], predict the reaction product. The product is: [NH2:38][C:37]1[C:28]([C:26]([NH:25][C:20]2[CH:21]=[N:22][CH:23]=[CH:24][C:19]=2[N:11]2[CH2:12][C@H:13]([C:15]([F:18])([F:16])[F:17])[CH2:14][C@H:9]([NH:8][C:6](=[O:7])[O:5][C:1]([CH3:3])([CH3:2])[CH3:4])[CH2:10]2)=[O:27])=[N:29][C:30]2[C:35]([CH:36]=1)=[CH:34][CH:33]=[C:32]([CH:49]1[CH2:50][CH2:51][N:52]([CH3:55])[CH2:53][CH2:54]1)[CH:31]=2. (5) The product is: [Cl:28][C:27]1[C:26]([O:29][CH3:30])=[CH:25][C:24]([O:31][CH3:32])=[C:23]([Cl:33])[C:22]=1[C:17]1[CH:18]=[C:19]2[C:14](=[CH:15][CH:16]=1)[N:13]=[C:12]([NH:11][C@@H:10]1[CH2:9][NH:8][CH2:7][C@@H:6]1[NH:5][C:1](=[O:4])[CH:2]=[CH2:3])[N:21]=[CH:20]2. Given the reactants [C:1]([NH:5][C@@H:6]1[C@H:10]([NH:11][C:12]2[N:21]=[CH:20][C:19]3[C:14](=[CH:15][CH:16]=[C:17]([C:22]4[C:27]([Cl:28])=[C:26]([O:29][CH3:30])[CH:25]=[C:24]([O:31][CH3:32])[C:23]=4[Cl:33])[CH:18]=3)[N:13]=2)[CH2:9][N:8](C(OC(C)(C)C)=O)[CH2:7]1)(=[O:4])[CH:2]=[CH2:3].C(O)(C(F)(F)F)=O, predict the reaction product. (6) Given the reactants [C:1]([O:5][C:6](=[O:22])[N:7]([C@H:9]1[C@H:13]([C:14]2[CH:19]=[CH:18][C:17]([Cl:20])=[C:16]([Cl:21])[CH:15]=2)[CH2:12][NH:11][CH2:10]1)[CH3:8])([CH3:4])([CH3:3])[CH3:2].C(N(CC)CC)C.[C:30]([C:32]1[CH:40]=[CH:39][C:35]([C:36](Cl)=[O:37])=[CH:34][CH:33]=1)#[N:31], predict the reaction product. The product is: [C:1]([O:5][C:6](=[O:22])[N:7]([C@H:9]1[C@H:13]([C:14]2[CH:19]=[CH:18][C:17]([Cl:20])=[C:16]([Cl:21])[CH:15]=2)[CH2:12][N:11]([C:36](=[O:37])[C:35]2[CH:39]=[CH:40][C:32]([C:30]#[N:31])=[CH:33][CH:34]=2)[CH2:10]1)[CH3:8])([CH3:4])([CH3:2])[CH3:3]. (7) The product is: [CH3:31][N:30]([CH3:32])[C:29]1[CH:33]=[CH:34][C:26]([C:24]2[N:3]=[N:2][N:1]([CH:4]3[CH2:23][N:8]4[C:9]5[C:14]([C:15]([CH2:16][C:17]([OH:19])=[O:18])=[C:7]4[CH2:6][CH2:5]3)=[CH:13][CH:12]=[CH:11][CH:10]=5)[CH:25]=2)=[CH:27][CH:28]=1. Given the reactants [N:1]([CH:4]1[CH2:23][N:8]2[C:9]3[C:14]([C:15]([CH2:16][C:17]([O:19]CCC)=[O:18])=[C:7]2[CH2:6][CH2:5]1)=[CH:13][CH:12]=[CH:11][CH:10]=3)=[N+:2]=[N-:3].[C:24]([C:26]1[CH:34]=[CH:33][C:29]([N:30]([CH3:32])[CH3:31])=[CH:28][CH:27]=1)#[CH:25], predict the reaction product.